Predict the product of the given reaction. From a dataset of Forward reaction prediction with 1.9M reactions from USPTO patents (1976-2016). (1) Given the reactants [F:1][C:2]([F:21])([F:20])[C:3]1[NH:8][C:7](=O)[N:6]=[C:5]([C:10]2[CH:15]=[CH:14][CH:13]=[C:12]([C:16]([F:19])([F:18])[F:17])[CH:11]=2)[CH:4]=1.O=P(Cl)(Cl)[Cl:24], predict the reaction product. The product is: [Cl:24][C:7]1[N:8]=[C:3]([C:2]([F:21])([F:20])[F:1])[CH:4]=[C:5]([C:10]2[CH:15]=[CH:14][CH:13]=[C:12]([C:16]([F:19])([F:18])[F:17])[CH:11]=2)[N:6]=1. (2) Given the reactants [CH2:1]([O:3][C:4]([C:6]1[CH:7]=[C:8]2[C:12](=[CH:13][CH:14]=1)[NH:11][CH:10]=[CH:9]2)=[O:5])[CH3:2].[H-].[Na+].[CH3:17][Si:18]([CH3:26])([CH3:25])[CH2:19][CH2:20][S:21](Cl)(=[O:23])=[O:22].[Cl-].[NH4+], predict the reaction product. The product is: [CH2:1]([O:3][C:4]([C:6]1[CH:7]=[C:8]2[C:12](=[CH:13][CH:14]=1)[N:11]([S:21]([CH2:20][CH2:19][Si:18]([CH3:26])([CH3:25])[CH3:17])(=[O:23])=[O:22])[CH:10]=[CH:9]2)=[O:5])[CH3:2].